Dataset: Forward reaction prediction with 1.9M reactions from USPTO patents (1976-2016). Task: Predict the product of the given reaction. Given the reactants [NH2:1][C:2]1[C:7]([C:8]([O:10][CH2:11][CH3:12])=[O:9])=[C:6]([CH3:13])[N:5]=[C:4]2[S:14][C:15]([NH:25][C:26]([O:28][C:29]([CH3:32])([CH3:31])[CH3:30])=[O:27])=[C:16]([C:17]3[CH:22]=[CH:21][CH:20]=[C:19]([O:23][CH3:24])[CH:18]=3)[C:3]=12.CC(C)([O-])C.[Na+].[Cl:39][C:40]1[CH:41]=[C:42]([S:46](Cl)(=[O:48])=[O:47])[CH:43]=[CH:44][CH:45]=1.[NH4+].[Cl-], predict the reaction product. The product is: [Cl:39][C:40]1[CH:41]=[C:42]([S:46]([NH:1][C:2]2[C:7]([C:8]([O:10][CH2:11][CH3:12])=[O:9])=[C:6]([CH3:13])[N:5]=[C:4]3[S:14][C:15]([NH:25][C:26]([O:28][C:29]([CH3:31])([CH3:30])[CH3:32])=[O:27])=[C:16]([C:17]4[CH:22]=[CH:21][CH:20]=[C:19]([O:23][CH3:24])[CH:18]=4)[C:3]=23)(=[O:48])=[O:47])[CH:43]=[CH:44][CH:45]=1.